Dataset: Full USPTO retrosynthesis dataset with 1.9M reactions from patents (1976-2016). Task: Predict the reactants needed to synthesize the given product. (1) Given the product [C:24]([NH:27][N:28]=[C:2]([C:11]1[C:6]([CH2:5][CH:4]([OH:3])[CH3:14])=[CH:7][C:8]([O:12][CH3:13])=[CH:9][CH:10]=1)[C:15]1[CH:20]=[CH:19][C:18]([N+:21]([O-:23])=[O:22])=[CH:17][CH:16]=1)(=[O:26])[CH3:25], predict the reactants needed to synthesize it. The reactants are: O[C:2]1([C:15]2[CH:20]=[CH:19][C:18]([N+:21]([O-:23])=[O:22])=[CH:17][CH:16]=2)[C:11]2[C:6](=[CH:7][C:8]([O:12][CH3:13])=[CH:9][CH:10]=2)[CH2:5][CH:4]([CH3:14])[O:3]1.[C:24]([NH:27][NH2:28])(=[O:26])[CH3:25]. (2) Given the product [C:1]([C:3]1[CH:8]=[CH:7][C:6]([N:9]2[C:13](=[O:14])[C:12]([CH3:16])([CH3:15])[N:11]([C:17]3[CH:22]=[CH:21][C:20]([CH2:23][CH2:24][CH2:25][C:26]([NH:28][CH2:29][CH2:30][O:31][CH2:32][CH2:33][O:34][CH2:35][C:36]([OH:38])=[O:37])=[O:27])=[CH:19][CH:18]=3)[C:10]2=[S:41])=[CH:5][C:4]=1[C:42]([F:43])([F:45])[F:44])#[N:2], predict the reactants needed to synthesize it. The reactants are: [C:1]([C:3]1[CH:8]=[CH:7][C:6]([N:9]2[C:13](=[O:14])[C:12]([CH3:16])([CH3:15])[N:11]([C:17]3[CH:22]=[CH:21][C:20]([CH2:23][CH2:24][CH2:25][C:26]([NH:28][CH2:29][CH2:30][O:31][CH2:32][CH2:33][O:34][CH2:35][C:36]([O:38]CC)=[O:37])=[O:27])=[CH:19][CH:18]=3)[C:10]2=[S:41])=[CH:5][C:4]=1[C:42]([F:45])([F:44])[F:43])#[N:2].[OH-].[Na+]. (3) Given the product [C:20]([NH:23][C:24]1[CH:29]=[CH:28][C:27]([C:2]2[CH:10]=[C:9]3[C:5]([CH:6]=[N:7][NH:8]3)=[C:4]([NH:11][C:12]([C:14]3[CH:19]=[CH:18][CH:17]=[CH:16][N:15]=3)=[O:13])[CH:3]=2)=[CH:26][CH:25]=1)(=[O:22])[CH3:21], predict the reactants needed to synthesize it. The reactants are: Br[C:2]1[CH:10]=[C:9]2[C:5]([CH:6]=[N:7][NH:8]2)=[C:4]([NH:11][C:12]([C:14]2[CH:19]=[CH:18][CH:17]=[CH:16][N:15]=2)=[O:13])[CH:3]=1.[C:20]([NH:23][C:24]1[CH:29]=[CH:28][C:27](B(O)O)=[CH:26][CH:25]=1)(=[O:22])[CH3:21].C(=O)([O-])[O-].[Na+].[Na+]. (4) Given the product [ClH:26].[NH2:19][C@H:10]([C:11]1[CH:16]=[CH:15][C:14]([F:17])=[CH:13][C:12]=1[F:18])[CH2:9][OH:8], predict the reactants needed to synthesize it. The reactants are: [Si]([O:8][CH2:9][C@H:10]([NH:19][S@](C(C)(C)C)=O)[C:11]1[CH:16]=[CH:15][C:14]([F:17])=[CH:13][C:12]=1[F:18])(C(C)(C)C)(C)C.[ClH:26].O1CCOCC1. (5) Given the product [O:19]=[C:10]1[C:11](=[O:18])[C:12]2[C:17](=[CH:16][CH:15]=[CH:14][CH:13]=2)[N:9]1[CH:4]([CH2:5][CH:6]([CH3:8])[CH3:7])[C:3]([OH:20])=[O:2], predict the reactants needed to synthesize it. The reactants are: C[O:2][C:3](=[O:20])[CH:4]([N:9]1[C:17]2[C:12](=[CH:13][CH:14]=[CH:15][CH:16]=2)[C:11](=[O:18])[C:10]1=[O:19])[CH2:5][CH:6]([CH3:8])[CH3:7].O.[OH-].[Li+]. (6) The reactants are: C(O)C.[C:4]([C:6]1[CH:7]=[C:8]([CH:36]=[CH:37][CH:38]=1)[C:9]([NH:11][C@H:12]1[CH2:17][CH2:16][C@H:15]([C:18]([N:20]([CH3:22])[CH3:21])=[O:19])[CH2:14][C@H:13]1[NH:23][C:24]([C:26]1[S:27][C:28]2[CH2:29][N:30]([CH3:35])[CH2:31][CH2:32][C:33]=2[N:34]=1)=[O:25])=[O:10])#[N:5].[ClH:39].[NH2:40][OH:41].C(=O)([O-])O.[Na+]. Given the product [ClH:39].[NH2:5][C:4](=[N:40][OH:41])[C:6]1[CH:7]=[C:8]([CH:36]=[CH:37][CH:38]=1)[C:9]([NH:11][C@H:12]1[CH2:17][CH2:16][C@H:15]([C:18]([N:20]([CH3:21])[CH3:22])=[O:19])[CH2:14][C@H:13]1[NH:23][C:24]([C:26]1[S:27][C:28]2[CH2:29][N:30]([CH3:35])[CH2:31][CH2:32][C:33]=2[N:34]=1)=[O:25])=[O:10], predict the reactants needed to synthesize it.